Dataset: Peptide-MHC class II binding affinity with 134,281 pairs from IEDB. Task: Regression. Given a peptide amino acid sequence and an MHC pseudo amino acid sequence, predict their binding affinity value. This is MHC class II binding data. (1) The peptide sequence is IRYQTTATKSEHTGR. The MHC is DRB1_0701 with pseudo-sequence DRB1_0701. The binding affinity (normalized) is 0.421. (2) The peptide sequence is SKLKAEATTDGLGWY. The MHC is HLA-DPA10103-DPB10201 with pseudo-sequence HLA-DPA10103-DPB10201. The binding affinity (normalized) is 0.327. (3) The peptide sequence is VGNVAWMHVLAAKYI. The MHC is DRB5_0101 with pseudo-sequence DRB5_0101. The binding affinity (normalized) is 0.529. (4) The peptide sequence is IAIAFLSVSNNYEYI. The MHC is DRB1_1302 with pseudo-sequence DRB1_1302. The binding affinity (normalized) is 0.912. (5) The peptide sequence is GKMYFNLIDTKCY. The MHC is DRB1_0401 with pseudo-sequence DRB1_0401. The binding affinity (normalized) is 0.289.